The task is: Regression. Given two drug SMILES strings and cell line genomic features, predict the synergy score measuring deviation from expected non-interaction effect.. This data is from NCI-60 drug combinations with 297,098 pairs across 59 cell lines. (1) Drug 1: CC1=C2C(C(=O)C3(C(CC4C(C3C(C(C2(C)C)(CC1OC(=O)C(C(C5=CC=CC=C5)NC(=O)OC(C)(C)C)O)O)OC(=O)C6=CC=CC=C6)(CO4)OC(=O)C)OC)C)OC. Drug 2: N.N.Cl[Pt+2]Cl. Cell line: SNB-75. Synergy scores: CSS=27.9, Synergy_ZIP=1.01, Synergy_Bliss=2.32, Synergy_Loewe=-36.8, Synergy_HSA=0.845. (2) Cell line: NCI/ADR-RES. Drug 1: C1CN1C2=NC(=NC(=N2)N3CC3)N4CC4. Drug 2: C1=C(C(=O)NC(=O)N1)F. Synergy scores: CSS=32.2, Synergy_ZIP=-9.05, Synergy_Bliss=-8.88, Synergy_Loewe=-4.80, Synergy_HSA=-3.01. (3) Drug 1: C1C(C(OC1N2C=NC3=C(N=C(N=C32)Cl)N)CO)O. Drug 2: N.N.Cl[Pt+2]Cl. Cell line: NCIH23. Synergy scores: CSS=56.6, Synergy_ZIP=0.185, Synergy_Bliss=1.07, Synergy_Loewe=-2.12, Synergy_HSA=3.37. (4) Drug 1: CC1=C(C=C(C=C1)NC(=O)C2=CC=C(C=C2)CN3CCN(CC3)C)NC4=NC=CC(=N4)C5=CN=CC=C5. Drug 2: CC(C)(C#N)C1=CC(=CC(=C1)CN2C=NC=N2)C(C)(C)C#N. Cell line: NCI-H226. Synergy scores: CSS=3.73, Synergy_ZIP=-0.652, Synergy_Bliss=-0.539, Synergy_Loewe=-0.477, Synergy_HSA=-1.38. (5) Cell line: T-47D. Drug 2: COCCOC1=C(C=C2C(=C1)C(=NC=N2)NC3=CC=CC(=C3)C#C)OCCOC.Cl. Drug 1: C1=CC(=C2C(=C1NCCNCCO)C(=O)C3=C(C=CC(=C3C2=O)O)O)NCCNCCO. Synergy scores: CSS=37.1, Synergy_ZIP=-3.21, Synergy_Bliss=2.26, Synergy_Loewe=-6.35, Synergy_HSA=4.12. (6) Drug 1: CC1=C(C=C(C=C1)NC(=O)C2=CC=C(C=C2)CN3CCN(CC3)C)NC4=NC=CC(=N4)C5=CN=CC=C5. Drug 2: CS(=O)(=O)OCCCCOS(=O)(=O)C. Cell line: SNB-19. Synergy scores: CSS=-1.61, Synergy_ZIP=-0.363, Synergy_Bliss=-2.63, Synergy_Loewe=-3.43, Synergy_HSA=-3.49.